The task is: Predict the product of the given reaction.. This data is from Forward reaction prediction with 1.9M reactions from USPTO patents (1976-2016). (1) Given the reactants [N:1]1([CH2:6][CH2:7][O:8][C:9]2[CH:10]=[C:11]3[C:16](=[CH:17][CH:18]=2)[C:15](=[O:19])[CH2:14][CH2:13][CH2:12]3)[CH:5]=[CH:4][N:3]=[CH:2]1.[S:20]1[CH:24]=[CH:23][C:22]([CH:25]=O)=[CH:21]1, predict the reaction product. The product is: [N:1]1([CH2:6][CH2:7][O:8][C:9]2[CH:10]=[C:11]3[C:16](=[CH:17][CH:18]=2)[C:15](=[O:19])[C:14](=[CH:25][C:22]2[CH:23]=[CH:24][S:20][CH:21]=2)[CH2:13][CH2:12]3)[CH:5]=[CH:4][N:3]=[CH:2]1. (2) The product is: [F:19][CH2:18][CH:17]([N:20]1[CH2:24][CH2:23][C@@H:22]([NH:25][C:2]2[CH:7]=[CH:6][C:5]([S:8]([NH2:11])(=[O:10])=[O:9])=[CH:4][C:3]=2[N+:12]([O-:14])=[O:13])[CH2:21]1)[CH2:16][F:15]. Given the reactants F[C:2]1[CH:7]=[CH:6][C:5]([S:8]([NH2:11])(=[O:10])=[O:9])=[CH:4][C:3]=1[N+:12]([O-:14])=[O:13].[F:15][CH2:16][CH:17]([N:20]1[CH2:24][CH2:23][C@@H:22]([NH2:25])[CH2:21]1)[CH2:18][F:19].C(N(C(C)C)C(C)C)C, predict the reaction product. (3) The product is: [F:8][C:6]1[CH:5]=[C:4]([CH2:9][C:10]([NH:18][C@H:17]([C:16]([OH:20])=[O:15])[CH3:19])=[O:12])[CH:3]=[C:2]([F:1])[CH:7]=1. Given the reactants [F:1][C:2]1[CH:3]=[C:4]([CH2:9][C:10]([OH:12])=O)[CH:5]=[C:6]([F:8])[CH:7]=1.Cl.C[O:15][C:16](=[O:20])[C@H:17]([CH3:19])[NH2:18].C1C=CC2N(O)N=NC=2C=1.CN1CCOCC1.CCN=C=NCCCN(C)C.Cl, predict the reaction product. (4) Given the reactants [C:1]([O:5][C:6]([N:8]1[CH2:13][CH2:12][CH2:11][CH2:10][C@@H:9]1[CH2:14][O:15][C:16]1[CH:21]=[CH:20][CH:19]=[C:18]([NH2:22])[C:17]=1[C:23]#[N:24])=[O:7])([CH3:4])([CH3:3])[CH3:2].N1C=CC=CC=1.[S:31](Cl)(=[O:34])(=[O:33])[NH2:32].C([O-])(O)=O.[Na+], predict the reaction product. The product is: [C:1]([O:5][C:6]([N:8]1[CH2:13][CH2:12][CH2:11][CH2:10][C@@H:9]1[CH2:14][O:15][C:16]1[CH:21]=[CH:20][CH:19]=[C:18]([NH:22][S:31](=[O:34])(=[O:33])[NH2:32])[C:17]=1[C:23]#[N:24])=[O:7])([CH3:4])([CH3:2])[CH3:3].